This data is from Experimentally validated miRNA-target interactions with 360,000+ pairs, plus equal number of negative samples. The task is: Binary Classification. Given a miRNA mature sequence and a target amino acid sequence, predict their likelihood of interaction. (1) The miRNA is bta-miR-27b with sequence UUCACAGUGGCUAAGUUCUGC. The protein sequence of the target gene is MSSHGNSLFLRESGQRLGRVGWLQRLQESLQQRALRTRLRLQTMTLEHVLRFLRRNAFILLTVSAVVIGVSLAFALRPYQLTYRQIKYFSFPGELLMRMLQMLVLPLIVSSLVTGMASLDNKATGRMGMRAAVYYMVTTIIAVFIGILMVTIIHPGKGSKEGLHREGRIETIPTADAFMDLIRNMFPPNLVEACFKQFKTQYSTRVVTRTMVRTENGSEPGASMPPPFSVENGTSFLENVTRALGTLQEMLSFEETVPVPGSANGINALGLVVFSVAFGLVIGGMKHKGRVLRDFFDSLN.... Result: 0 (no interaction). (2) The miRNA is hsa-miR-7107-3p with sequence UGGUCUGUUCAUUCUCUCUUUUUGGCC. The protein sequence of the target gene is MTTSLQDGQSAAGRAGAQDSPLAVQVCRVAQGKGDAQDPAQVPGLHALSPASDATLRGAIDRRKMKDLDVLEKPPIPNPFPELCCSPLTSVLSAGLFPRANSRKKQVIKVYSEDETSRALEVPSDITARDVCQLLILKNHYVDDNSWTLFEHLSHIGLERTVEDHELPTEVLSHWGVEEDNKLYLRKNYAKYEFFKNPMYFFPEHMVSFAAEMNGDRSPTQILQVFLSSSTYPEIHGFLHAKEQGKKSWKKAYFFLRRSGLYFSTKGTSKEPRHLQLFSEFSTSHVYMSLAGKKKHGAPT.... Result: 0 (no interaction). (3) The miRNA is mmu-miR-331-3p with sequence GCCCCUGGGCCUAUCCUAGAA. The protein sequence of the target gene is MWLKPEEVLLKNALKLWLMERSNEYFVLQRRRGYGEEGGGGLTGLLVGTLDSVLDSTAKVAPFRILHQTPDSQVYLSIACGANREEITKHWDWLEQNIMKTLSVFDSNEDITNFVQGKIRGLIAEEGKQSFAKEDDPEKFREALLKFEKSFGLPEQEKLVTYYSCSYWRGRVPCQGWLYLSTNFLSFYSFLLGSEIKLIISWDAISKLEKTSTVILTESIHVCSQGENHYFSMFLHINETYLLMEQLANYAIKRLFDKETFDNDPVLDDPLQITKRGLEYRAHSEQFKAFFRLPKEETLK.... Result: 1 (interaction).